This data is from TCR-epitope binding with 47,182 pairs between 192 epitopes and 23,139 TCRs. The task is: Binary Classification. Given a T-cell receptor sequence (or CDR3 region) and an epitope sequence, predict whether binding occurs between them. (1) The epitope is YFPLQSYGF. The TCR CDR3 sequence is CASSFHPDTQYF. Result: 1 (the TCR binds to the epitope). (2) The epitope is QARQMVQAMRTIGTHP. The TCR CDR3 sequence is CSARRLTGGSYNSPLHF. Result: 1 (the TCR binds to the epitope). (3) The epitope is RLRAEAQVK. The TCR CDR3 sequence is CASSYAGGNEQFF. Result: 0 (the TCR does not bind to the epitope).